This data is from Full USPTO retrosynthesis dataset with 1.9M reactions from patents (1976-2016). The task is: Predict the reactants needed to synthesize the given product. (1) Given the product [CH:1]1([C:4]2[CH:5]=[CH:6][C:7]([C:15]([NH:29][C:25]3([C:22]4[N:21]=[C:20]([CH3:19])[O:24][N:23]=4)[CH2:28][CH2:27][CH2:26]3)=[O:17])=[N:8][C:9]=2[O:10][CH2:11][CH:12]2[CH2:13][CH2:14]2)[CH2:2][CH2:3]1, predict the reactants needed to synthesize it. The reactants are: [CH:1]1([C:4]2[CH:5]=[CH:6][C:7]([C:15]([OH:17])=O)=[N:8][C:9]=2[O:10][CH2:11][CH:12]2[CH2:14][CH2:13]2)[CH2:3][CH2:2]1.Cl.[CH3:19][C:20]1[O:24][N:23]=[C:22]([C:25]2([NH2:29])[CH2:28][CH2:27][CH2:26]2)[N:21]=1. (2) Given the product [F:13][C:9]1[CH:8]=[C:7]([CH:12]=[CH:11][CH:10]=1)[O:6][C:5]1[CH:14]=[CH:15][C:2]([B:21]([OH:26])[OH:22])=[CH:3][CH:4]=1, predict the reactants needed to synthesize it. The reactants are: Br[C:2]1[CH:15]=[CH:14][C:5]([O:6][C:7]2[CH:12]=[CH:11][CH:10]=[C:9]([F:13])[CH:8]=2)=[CH:4][CH:3]=1.[Li]CCCC.[B:21](OC(C)C)([O:26]C(C)C)[O:22]C(C)C. (3) Given the product [CH3:1][C@@H:2]1[C@@H:13]([C:14]2[CH:19]=[CH:18][CH:17]=[CH:16][CH:15]=2)[NH:12][C:11](=[O:20])[CH2:10][CH2:9][CH:8]=[CH:7][CH2:6][C@@H:5]([NH:21][C:22](=[O:23])[CH3:30])[C:4](=[O:29])[O:3]1, predict the reactants needed to synthesize it. The reactants are: [CH3:1][C@@H:2]1[C@@H:13]([C:14]2[CH:19]=[CH:18][CH:17]=[CH:16][CH:15]=2)[NH:12][C:11](=[O:20])[CH2:10][CH2:9][CH:8]=[CH:7][CH2:6][C@@H:5]([NH:21][C:22](=O)[O:23]C(C)(C)C)[C:4](=[O:29])[O:3]1.[C:30](OC(N[C@H](CC=C)C(O[C@H](C)[C@H](NC(=O)CCC=C)C1C=CC=CC=1)=O)=O)(C)(C)C.FC(F)(F)C(O)=O.C([SiH](CC)CC)C.C(N(CC)CC)C.CC(OCC1C2C(=CC=CC=2)C(COC(C)=O)=C2C=1C=CC=C2)=O. (4) Given the product [C:14]1([C:20]23[CH2:29][CH:24]4[CH2:25][CH:26]([CH2:28][C:22]([C:30]([O:32][CH3:8])=[O:31])([CH2:23]4)[CH2:21]2)[CH2:27]3)[CH:15]=[CH:16][CH:17]=[CH:18][CH:19]=1, predict the reactants needed to synthesize it. The reactants are: C[Si](C=[N+]=[N-])(C)C.[CH3:8]CCCCC.[C:14]1([C:20]23[CH2:29][CH:24]4[CH2:25][CH:26]([CH2:28][C:22]([C:30]([OH:32])=[O:31])([CH2:23]4)[CH2:21]2)[CH2:27]3)[CH:19]=[CH:18][CH:17]=[CH:16][CH:15]=1.